Dataset: Experimentally validated miRNA-target interactions with 360,000+ pairs, plus equal number of negative samples. Task: Binary Classification. Given a miRNA mature sequence and a target amino acid sequence, predict their likelihood of interaction. (1) The miRNA is hsa-miR-6862-5p with sequence CGGGCAUGCUGGGAGAGACUUU. The protein sequence of the target gene is MAASQAVEEMRSRVVLGEFGVRNVHTTDFPGNYSGYDDAWDQDRFEKNFRVDVVHMDENSLEFDMVGIDAAIANAFRRILLAEVPTMAVEKVLVYNNTSIVQDEILAHRLGLIPIHADPRLFEYRNQGDEEGTEIDTLQFRLQVRCTRNPHAAKDSSDPNELYVNHKVYTRHMTWIPLGNQADLFPEGTIRPVHDDILIAQLRPGQEIDLLMHCVKGIGKDHAKFSPVATASYRLLPDITLLEPVEGEAAEELSRCFSPGVIEVQEVQGKKVARVANPRLDTFSREIFRNEKLKKVVRLA.... Result: 0 (no interaction). (2) The miRNA is hsa-miR-6832-5p with sequence AGUAGAGAGGAAAAGUUAGGGUC. The protein sequence of the target gene is MMMCAATASPAAASSGLGGDGFYPAATFSSSPAPGALFMPVPDGSVAAAGLGLGLPAADSRGHYQLLLSGRALADRYRRIYTAALNDRDQGGGSAGHPASRNKKILNKKKLKRKQKSKSKVKTRSKSENLENTVIIPDIKLHSNPSAFNIYCNVRHCVLEWQKKEISLAAASKNSVQSGESDSDEEEESKEPPIKLPKIIEVGLCEVFELIKETRFSHPSLCLRSLQALLNVLQGQQPEGLQSEPPEVLESLFQLLLEITVRSTGMNDSTGQSLTALSCACLFSLVASWGETGRTLQAIS.... Result: 0 (no interaction). (3) The miRNA is hsa-miR-3664-3p with sequence UCUCAGGAGUAAAGACAGAGUU. The protein sequence of the target gene is MAESGGSSGGAGGGGAFGAGPGPERPNSTADKNGALKCTFSAPSHSTSLLQGLATLRAQGQLLDVVLTINREAFPAHKVVLAACSDYFRAMFTGGMREASQDVIELKGVSARGLRHIIDFAYSAEVTLDLDCVQDVLGAAVFLQMLPVVELCEEFLKAAMSVETCLNIGQMATTFSLASLRESVDAFTFRHFLQIAEEEDFLRLPLERLVFFLQSNRLQSCAEIDLFRAAVRWLQHDPARRPRASHVLCHIRFPLMQSSELVDSVQTLDIMVEDVLCRQYLLEAFNYQVLPFRQHEMQSP.... Result: 0 (no interaction). (4) Result: 0 (no interaction). The miRNA is hsa-miR-503-3p with sequence GGGGUAUUGUUUCCGCUGCCAGG. The protein sequence of the target gene is MMSSVSTESKLQQAVSLQGVDPETCMIVFKNHWAQVVKILEKHDPLKNTQAKYGSIPPDEASAVQNYVEHMLFLLIEEQAKDAAMGPILEFVVSENIMEKLFLWSLRREFTDETKIEQLKMYEMLVTQSHQPLLHHKPILKPLMMLLSSCSGTTTPTVEEKLVVLLNQLCSILAKDPSILELFFHTSEDQGAANFLIFSLLIPFIHREGSVGQQARDALLFIMSLSAENTMVAHHIVENTYFCPVLATGLSGLYSSLPTKLEEKGEEWHCLLKDDWLLLPSLVQFMNSLEFCNAVIQVAH....